From a dataset of Reaction yield outcomes from USPTO patents with 853,638 reactions. Predict the reaction yield, written as a fraction of the theoretical maximum amount of product (1.0 means a 100% yield; for example, 0.34 means a 34% yield). (1) The reactants are [N:1]1([C:7]2[N:12]=[C:11]([N:13]3[CH:18]4[CH2:19][CH2:20][CH:14]3[CH2:15][O:16][CH2:17]4)[N:10]=[C:9]([C:21]3[CH:27]=[CH:26][C:24]([NH2:25])=[CH:23][CH:22]=3)[N:8]=2)[CH2:6][CH2:5][O:4][CH2:3][CH2:2]1.ClC(Cl)(O[C:32](=[O:38])OC(Cl)(Cl)Cl)Cl.[NH2:40][C:41]1[CH:49]=[CH:48][C:44]([CH2:45][CH2:46][OH:47])=[CH:43][CH:42]=1. No catalyst specified. The product is [OH:47][CH2:46][CH2:45][C:44]1[CH:48]=[CH:49][C:41]([NH:40][C:32]([NH:25][C:24]2[CH:26]=[CH:27][C:21]([C:9]3[N:8]=[C:7]([N:1]4[CH2:2][CH2:3][O:4][CH2:5][CH2:6]4)[N:12]=[C:11]([N:13]4[CH:14]5[CH2:20][CH2:19][CH:18]4[CH2:17][O:16][CH2:15]5)[N:10]=3)=[CH:22][CH:23]=2)=[O:38])=[CH:42][CH:43]=1. The yield is 0.330. (2) The reactants are [Cl:1][C:2]1[C:11]([C:12]([OH:14])=O)=[N:10][C:9]2[NH:8][C:7](=[O:15])[CH2:6][S:5][C:4]=2[CH:3]=1.[CH3:16][O:17][C:18]1[CH:19]=[C:20]2[C:25](=[CH:26][CH:27]=1)[N:24]=[CH:23][C:22]([S:28][CH2:29][CH2:30][N:31]1[CH2:36][CH2:35][CH:34]([NH2:37])[CH2:33][CH2:32]1)=[CH:21]2. No catalyst specified. The product is [CH3:16][O:17][C:18]1[CH:19]=[C:20]2[C:25](=[CH:26][CH:27]=1)[N:24]=[CH:23][C:22]([S:28][CH2:29][CH2:30][N:31]1[CH2:36][CH2:35][CH:34]([NH:37][C:12]([C:11]3[C:2]([Cl:1])=[CH:3][C:4]4[S:5][CH2:6][C:7](=[O:15])[NH:8][C:9]=4[N:10]=3)=[O:14])[CH2:33][CH2:32]1)=[CH:21]2. The yield is 0.910. (3) The yield is 0.470. The product is [F:28][C:29]1[CH:34]=[C:33]([F:35])[CH:32]=[CH:31][C:30]=1[CH:36]1[CH2:37][CH2:38][N:39]([C:24]([C:13]2[CH:12]=[N:11][C:10]3[N:9]([N:8]=[CH:7][C:6]=3[C:4]([O:3][CH2:1][CH3:2])=[O:5])[C:14]=2[NH:15][C:16]2[CH:21]=[C:20]([CH3:22])[CH:19]=[CH:18][C:17]=2[F:23])=[O:25])[CH2:40][CH2:41]1. The reactants are [CH2:1]([O:3][C:4]([C:6]1[CH:7]=[N:8][N:9]2[C:14]([NH:15][C:16]3[CH:21]=[C:20]([CH3:22])[CH:19]=[CH:18][C:17]=3[F:23])=[C:13]([C:24](O)=[O:25])[CH:12]=[N:11][C:10]=12)=[O:5])[CH3:2].Cl.[F:28][C:29]1[CH:34]=[C:33]([F:35])[CH:32]=[CH:31][C:30]=1[CH:36]1[CH2:41][CH2:40][NH:39][CH2:38][CH2:37]1. No catalyst specified. (4) No catalyst specified. The yield is 0.330. The product is [NH2:1][C:2]1[C:11]2[C:6](=[C:7]([C:22]3[C:23]([O:27][CH3:28])=[CH:24][CH:25]=[CH:26][C:21]=3[F:20])[C:8]([F:12])=[CH:9][CH:10]=2)[N:5]=[N:4][C:3]=1[C:14]([NH:16][CH:17]1[CH2:19][CH2:18]1)=[O:15]. The reactants are [NH2:1][C:2]1[C:11]2[C:6](=[C:7](I)[C:8]([F:12])=[CH:9][CH:10]=2)[N:5]=[N:4][C:3]=1[C:14]([NH:16][CH:17]1[CH2:19][CH2:18]1)=[O:15].[F:20][C:21]1[CH:26]=[CH:25][CH:24]=[C:23]([O:27][CH3:28])[C:22]=1B(O)O.